This data is from Full USPTO retrosynthesis dataset with 1.9M reactions from patents (1976-2016). The task is: Predict the reactants needed to synthesize the given product. (1) Given the product [CH3:2][N:3]([CH2:6][C:7]1[CH:8]=[CH:9][C:10]([S:13][CH:14]2[CH2:17][N:16]([C:18]([C:20]3[O:21][C:22]([C:25]4[CH:30]=[CH:29][CH:28]=[CH:27][CH:26]=4)=[N:23][N:24]=3)=[O:19])[CH2:15]2)=[CH:11][CH:12]=1)[CH3:4], predict the reactants needed to synthesize it. The reactants are: Cl.[CH3:2][NH:3][CH3:4].Cl[CH2:6][C:7]1[CH:12]=[CH:11][C:10]([S:13][CH:14]2[CH2:17][N:16]([C:18]([C:20]3[O:21][C:22]([C:25]4[CH:30]=[CH:29][CH:28]=[CH:27][CH:26]=4)=[N:23][N:24]=3)=[O:19])[CH2:15]2)=[CH:9][CH:8]=1.C(N(CC)CC)C. (2) Given the product [CH3:11][O:35][CH2:30][CH2:29][O:32][CH2:33][O:10][C:7]1[CH:8]=[CH:9][C:4]([N+:1]([O-:3])=[O:2])=[CH:5][CH:6]=1, predict the reactants needed to synthesize it. The reactants are: [N+:1]([C:4]1[CH:9]=[CH:8][C:7]([OH:10])=[CH:6][CH:5]=1)([O-:3])=[O:2].[CH3:11]CN(C(C)C)C(C)C.C(Cl)Cl.CCCCCC.[C:29]([O:32][CH2:33]C)(=O)[CH3:30].[OH2:35]. (3) The reactants are: [CH:1]1([CH:4]([C:11]2[CH:16]=[C:15](O)[N:14]=[CH:13][N:12]=2)[CH2:5][C:6]([O:8][CH2:9][CH3:10])=[O:7])[CH2:3][CH2:2]1.CN(C=O)C.C(Cl)(=O)C([Cl:26])=O.O. Given the product [Cl:26][C:15]1[N:14]=[CH:13][N:12]=[C:11]([CH:4]([CH:1]2[CH2:3][CH2:2]2)[CH2:5][C:6]([O:8][CH2:9][CH3:10])=[O:7])[CH:16]=1, predict the reactants needed to synthesize it. (4) Given the product [CH3:13][Si:2]([CH3:12])([CH3:1])[C:3]#[C:4][C:5]1[N:10]=[CH:9][C:8]([NH:11][C:29](=[O:30])[O:28][C:25]([CH3:27])([CH3:26])[CH3:24])=[CH:7][CH:6]=1, predict the reactants needed to synthesize it. The reactants are: [CH3:1][Si:2]([CH3:13])([CH3:12])[C:3]#[C:4][C:5]1[N:10]=[CH:9][C:8]([NH2:11])=[CH:7][CH:6]=1.C[Si]([N-][Si](C)(C)C)(C)C.[Na+].[CH3:24][C:25]([O:28][C:29](O[C:29]([O:28][C:25]([CH3:27])([CH3:26])[CH3:24])=[O:30])=[O:30])([CH3:27])[CH3:26]. (5) Given the product [C:31]([O:35][C:36]([N:38]1[CH2:43][CH2:42][N:41]([C:44](=[O:51])[CH2:45][NH:46][C:47](=[O:50])[CH2:48][NH:49][C:22](=[O:23])[C:21]2[CH:20]=[CH:19][C:18]([S:15](=[O:16])(=[O:17])[NH:14][C:9]3[CH:10]=[CH:11][CH:12]=[CH:13][C:8]=3[O:1][C:2]3[CH:7]=[CH:6][CH:5]=[CH:4][CH:3]=3)=[CH:26][CH:25]=2)[CH2:40][CH2:39]1)=[O:37])([CH3:34])([CH3:32])[CH3:33], predict the reactants needed to synthesize it. The reactants are: [O:1]([C:8]1[CH:13]=[CH:12][CH:11]=[CH:10][C:9]=1[NH:14][S:15]([C:18]1[CH:26]=[CH:25][C:21]([C:22](O)=[O:23])=[CH:20][CH:19]=1)(=[O:17])=[O:16])[C:2]1[CH:7]=[CH:6][CH:5]=[CH:4][CH:3]=1.C(O)(=O)C.[C:31]([O:35][C:36]([N:38]1[CH2:43][CH2:42][N:41]([C:44](=[O:51])[CH2:45][NH:46][C:47](=[O:50])[CH2:48][NH2:49])[CH2:40][CH2:39]1)=[O:37])([CH3:34])([CH3:33])[CH3:32]. (6) Given the product [Br:11][C:10]1[C:5]([C:3]2[N:4]=[C:19]([C:18]3[CH:21]=[CH:22][C:15]([N:14]([CH2:24][CH3:25])[CH2:12][CH3:13])=[CH:16][C:17]=3[OH:23])[NH:1][N:2]=2)=[N:6][CH:7]=[CH:8][CH:9]=1, predict the reactants needed to synthesize it. The reactants are: [NH2:1][NH:2][C:3]([C:5]1[C:10]([Br:11])=[CH:9][CH:8]=[CH:7][N:6]=1)=[NH:4].[CH2:12]([N:14]([CH2:24][CH3:25])[C:15]1[CH:22]=[CH:21][C:18]([CH:19]=O)=[C:17]([OH:23])[CH:16]=1)[CH3:13]. (7) Given the product [CH3:1][C:2]1[O:6][C:5]([C:7]2[CH:8]=[CH:9][CH:10]=[CH:11][CH:12]=2)=[N:4][C:3]=1[CH2:13][O:14][C:15]1[CH:16]=[CH:17][C:18]([CH2:19][O:20]/[N:21]=[C:25](/[C:33]2[CH:34]=[CH:35][CH:36]=[CH:37][CH:38]=2)\[CH2:26][CH2:27][CH2:28][CH2:29][C:30]([NH2:32])=[O:31])=[CH:22][CH:23]=1, predict the reactants needed to synthesize it. The reactants are: [CH3:1][C:2]1[O:6][C:5]([C:7]2[CH:12]=[CH:11][CH:10]=[CH:9][CH:8]=2)=[N:4][C:3]=1[CH2:13][O:14][C:15]1[CH:23]=[CH:22][C:18]([CH2:19][O:20][NH2:21])=[CH:17][CH:16]=1.O=[C:25]([C:33]1[CH:38]=[CH:37][CH:36]=[CH:35][CH:34]=1)[CH2:26][CH2:27][CH2:28][CH2:29][C:30]([NH2:32])=[O:31].C(O)(=O)C.C([O-])(=O)C.[Na+].